Dataset: Full USPTO retrosynthesis dataset with 1.9M reactions from patents (1976-2016). Task: Predict the reactants needed to synthesize the given product. The reactants are: C[Si]([N-][Si](C)(C)C)(C)C.[K+].[I-].[CH3:12][N:13]([CH3:36])[CH2:14][CH2:15][CH2:16][P+](C1C=CC=CC=1)(C1C=CC=CC=1)C1C=CC=CC=1.[CH3:37][O:38][C:39](=[O:58])[CH2:40][C:41]1[CH:46]=[CH:45][C:44]([O:47][CH2:48][C:49]2[CH:54]=[CH:53][CH:52]=[CH:51][C:50]=2[CH:55]=O)=[C:43]([I:57])[CH:42]=1.Cl. Given the product [CH3:37][O:38][C:39](=[O:58])[CH2:40][C:41]1[CH:46]=[CH:45][C:44]([O:47][CH2:48][C:49]2[CH:54]=[CH:53][CH:52]=[CH:51][C:50]=2[CH:55]=[CH:16][CH2:15][CH2:14][N:13]([CH3:36])[CH3:12])=[C:43]([I:57])[CH:42]=1, predict the reactants needed to synthesize it.